Dataset: Forward reaction prediction with 1.9M reactions from USPTO patents (1976-2016). Task: Predict the product of the given reaction. Given the reactants [NH2:1][C:2]1[C:9]([Cl:10])=[CH:8][C:5]([C:6]#[N:7])=[CH:4][C:3]=1[Cl:11].CN(C=O)C.[C:17](Cl)(Cl)=[S:18], predict the reaction product. The product is: [Cl:11][C:3]1[CH:4]=[C:5]([CH:8]=[C:9]([Cl:10])[C:2]=1[N:1]=[C:17]=[S:18])[C:6]#[N:7].